Dataset: Full USPTO retrosynthesis dataset with 1.9M reactions from patents (1976-2016). Task: Predict the reactants needed to synthesize the given product. (1) Given the product [CH3:25][S:26]([C:29]1[CH:30]=[C:31]([NH:32][C:2]2[C:3]3[NH:15][N:14]=[CH:13][C:4]=3[N:5]=[C:6]([C:8]3[S:9][CH:10]=[CH:11][CH:12]=3)[N:7]=2)[CH:33]=[CH:34][CH:35]=1)(=[O:27])=[O:28], predict the reactants needed to synthesize it. The reactants are: Cl[C:2]1[C:3]2[C:4](=[CH:13][N:14](CC3C=CC(OC)=CC=3)[N:15]=2)[N:5]=[C:6]([C:8]2[S:9][CH:10]=[CH:11][CH:12]=2)[N:7]=1.[CH3:25][S:26]([C:29]1[CH:30]=[C:31]([CH:33]=[CH:34][CH:35]=1)[NH2:32])(=[O:28])=[O:27].Cl. (2) Given the product [NH:29]1[C:1]([C:3]2[C:4]([NH:9][C:10]3[CH:11]=[C:12]([CH:25]=[CH:26][C:27]=3[CH3:28])[C:13]([NH:15][C:16]3[CH:21]=[CH:20][CH:19]=[C:18]([CH:22]([CH3:24])[CH3:23])[CH:17]=3)=[O:14])=[N:5][CH:6]=[CH:7][CH:8]=2)=[N:2][N:31]=[N:30]1, predict the reactants needed to synthesize it. The reactants are: [C:1]([C:3]1[C:4]([NH:9][C:10]2[CH:11]=[C:12]([CH:25]=[CH:26][C:27]=2[CH3:28])[C:13]([NH:15][C:16]2[CH:21]=[CH:20][CH:19]=[C:18]([CH:22]([CH3:24])[CH3:23])[CH:17]=2)=[O:14])=[N:5][CH:6]=[CH:7][CH:8]=1)#[N:2].[N-:29]=[N+:30]=[N-:31].[Na+].[Cl-].[NH4+]. (3) Given the product [C:1]([N:4]1[CH2:9][CH2:8][N:7]([C:10]2[CH:11]=[CH:12][C:13]([NH:16][C:17](=[O:30])[CH2:18][C:19]3[CH:24]=[CH:23][C:22]([B:34]4[O:35][C:36]([CH3:38])([CH3:37])[C:32]([CH3:48])([CH3:31])[O:33]4)=[C:21]([C:26]([F:29])([F:28])[F:27])[CH:20]=3)=[N:14][CH:15]=2)[CH2:6][CH2:5]1)(=[O:3])[CH3:2], predict the reactants needed to synthesize it. The reactants are: [C:1]([N:4]1[CH2:9][CH2:8][N:7]([C:10]2[CH:11]=[CH:12][C:13]([NH:16][C:17](=[O:30])[CH2:18][C:19]3[CH:24]=[CH:23][C:22](Br)=[C:21]([C:26]([F:29])([F:28])[F:27])[CH:20]=3)=[N:14][CH:15]=2)[CH2:6][CH2:5]1)(=[O:3])[CH3:2].[CH3:31][C:32]1([CH3:48])[C:36]([CH3:38])([CH3:37])[O:35][B:34]([B:34]2[O:35][C:36]([CH3:38])([CH3:37])[C:32]([CH3:48])([CH3:31])[O:33]2)[O:33]1.CC([O-])=O.[K+].C(Cl)Cl. (4) The reactants are: NC1C=CC([C:8]2[C:13]([S:14]([NH2:17])(=[O:16])=[O:15])=[CH:12][CH:11]=[C:10]([NH2:18])[CH:9]=2)=CC=1.[F:19][C:20]([F:31])([F:30])[C:21]1[CH:26]=[CH:25][C:24]([N:27]=[C:28]=[O:29])=[CH:23][CH:22]=1.[K+].[Br-].NC(N)=O. Given the product [F:19][C:20]([F:30])([F:31])[C:21]1[CH:22]=[CH:23][C:24]([NH:27][C:28]([NH:18][C:10]2[CH:9]=[CH:8][C:13]([S:14]([NH2:17])(=[O:15])=[O:16])=[CH:12][CH:11]=2)=[O:29])=[CH:25][CH:26]=1, predict the reactants needed to synthesize it. (5) Given the product [Cl:20][C:21]1[CH:26]=[CH:25][C:24]([O:27][C:28]2[CH:29]=[CH:30][C:31]([CH2:34][S:18][C:15]3[NH:16][CH:17]=[C:12]([CH2:11][C:4]4[C:5]5[C:10](=[CH:9][CH:8]=[CH:7][CH:6]=5)[N:2]([CH3:1])[CH:3]=4)[C:13](=[O:19])[N:14]=3)=[CH:32][CH:33]=2)=[CH:23][C:22]=1[C:36]([F:37])([F:38])[F:39], predict the reactants needed to synthesize it. The reactants are: [CH3:1][N:2]1[C:10]2[C:5](=[CH:6][CH:7]=[CH:8][CH:9]=2)[C:4]([CH2:11][C:12]2[C:13](=[O:19])[NH:14][C:15](=[S:18])[NH:16][CH:17]=2)=[CH:3]1.[Cl:20][C:21]1[CH:26]=[CH:25][C:24]([O:27][C:28]2[CH:33]=[CH:32][C:31]([CH2:34]Cl)=[CH:30][CH:29]=2)=[CH:23][C:22]=1[C:36]([F:39])([F:38])[F:37].C([O-])([O-])=O.[K+].[K+]. (6) Given the product [CH2:25]([NH:28][C:11]1[C:10]([N+:13]([O-:15])=[O:14])=[CH:9][C:4]([C:5]([O:7][CH3:8])=[O:6])=[C:3]([NH:16][C:17]2[CH:22]=[CH:21][C:20]([I:23])=[CH:19][C:18]=2[F:24])[C:2]=1[F:1])[CH:26]=[CH2:27], predict the reactants needed to synthesize it. The reactants are: [F:1][C:2]1[C:3]([NH:16][C:17]2[CH:22]=[CH:21][C:20]([I:23])=[CH:19][C:18]=2[F:24])=[C:4]([CH:9]=[C:10]([N+:13]([O-:15])=[O:14])[C:11]=1F)[C:5]([O:7][CH3:8])=[O:6].[CH2:25]([NH2:28])[CH:26]=[CH2:27].CO.O. (7) Given the product [Cl:1][C:2]1[N:3]=[C:4]([N:11]2[CH2:16][CH2:15][O:14][CH2:13][CH2:12]2)[C:5]2[S:10][C:9]([CH:24]=[O:25])=[CH:8][C:6]=2[N:7]=1, predict the reactants needed to synthesize it. The reactants are: [Cl:1][C:2]1[N:3]=[C:4]([N:11]2[CH2:16][CH2:15][O:14][CH2:13][CH2:12]2)[C:5]2[S:10][CH:9]=[CH:8][C:6]=2[N:7]=1.[Li]CCCC.CN(C)[CH:24]=[O:25].